Task: Predict the reaction yield, written as a fraction of the theoretical maximum amount of product (1.0 means a 100% yield; for example, 0.34 means a 34% yield).. Dataset: Reaction yield outcomes from USPTO patents with 853,638 reactions (1) The reactants are [NH2:1][CH2:2][C:3]1[C:4]([NH:19][C@H:20]([C:22]2[CH:27]=[CH:26][C:25]([F:28])=[CH:24][CH:23]=2)[CH3:21])=[N:5][C:6]([NH:10][C:11]2[CH:15]=[C:14]([CH:16]3[CH2:18][CH2:17]3)[NH:13][N:12]=2)=[C:7]([F:9])[CH:8]=1.[O:29]=[C:30]1[NH:34][CH:33]([C:35](O)=[O:36])[CH2:32][CH2:31]1. The catalyst is C1COCC1.C(Cl)Cl. The product is [CH:16]1([C:14]2[NH:13][N:12]=[C:11]([NH:10][C:6]3[N:5]=[C:4]([NH:19][C@H:20]([C:22]4[CH:23]=[CH:24][C:25]([F:28])=[CH:26][CH:27]=4)[CH3:21])[C:3]([CH2:2][NH:1][C:35]([CH:33]4[CH2:32][CH2:31][C:30](=[O:29])[NH:34]4)=[O:36])=[CH:8][C:7]=3[F:9])[CH:15]=2)[CH2:18][CH2:17]1. The yield is 0.100. (2) The reactants are [C:1]([O:5][C:6](=[O:20])[C:7]1[CH:12]=[CH:11][CH:10]=[C:9]([C:13]2[C:18]([CH3:19])=[CH:17][CH:16]=[CH:15][N:14]=2)[CH:8]=1)([CH3:4])([CH3:3])[CH3:2].NC(N)=[O:23].OO.C1(=O)OC(=O)C2=CC=CC=C12.[O-]S([O-])=O.[Na+].[Na+].C([O-])([O-])=O.[Na+].[Na+]. The catalyst is CCOC(C)=O.O. The product is [C:1]([O:5][C:6]([C:7]1[CH:8]=[C:9]([C:13]2[C:18]([CH3:19])=[CH:17][CH:16]=[CH:15][N+:14]=2[O-:23])[CH:10]=[CH:11][CH:12]=1)=[O:20])([CH3:4])([CH3:3])[CH3:2]. The yield is 0.950. (3) The reactants are [H-].[Na+].[NH2:3][C:4]1[S:5][C:6]([C:10](=[O:12])[CH3:11])=[C:7]([CH3:9])[N:8]=1.[C:13](=O)([O:21]C1C=CC=CC=1)[O:14][C:15]1[CH:20]=[CH:19][CH:18]=[CH:17][CH:16]=1. The catalyst is CCCCCC.CN(C)C=O.C(Cl)(Cl)Cl. The product is [C:15]1([O:14][C:13](=[O:21])[NH:3][C:4]2[S:5][C:6]([C:10](=[O:12])[CH3:11])=[C:7]([CH3:9])[N:8]=2)[CH:20]=[CH:19][CH:18]=[CH:17][CH:16]=1. The yield is 0.850. (4) The reactants are Cl.[NH:2]1[CH2:5][CH:4]([C:6]2[CH:15]=[CH:14][C:13]3[C:8](=[CH:9][CH:10]=[CH:11][CH:12]=3)[N:7]=2)[CH2:3]1.C([O-])([O-])=O.[Cs+].[Cs+].[Br:22][C:23]1[C:24](F)=[N:25][CH:26]=[CH:27][CH:28]=1. The catalyst is CN(C=O)C.O. The product is [Br:22][C:23]1[C:24]([N:2]2[CH2:3][CH:4]([C:6]3[CH:15]=[CH:14][C:13]4[C:8](=[CH:9][CH:10]=[CH:11][CH:12]=4)[N:7]=3)[CH2:5]2)=[N:25][CH:26]=[CH:27][CH:28]=1. The yield is 0.580. (5) The reactants are [C:1]([O:5][C:6](=[O:32])[NH:7][C:8]1[S:9][C:10]2[CH:16]=[C:15]([CH2:17][C:18]3[CH:23]=[CH:22][C:21]([NH2:24])=[CH:20][CH:19]=3)[CH:14]=[C:13]([C:25]3[CH:30]=[CH:29][CH:28]=[C:27]([Cl:31])[CH:26]=3)[C:11]=2[N:12]=1)([CH3:4])([CH3:3])[CH3:2].[O:33]([C:35]#[N:36])[Na]. The catalyst is CC(O)=O.O. The product is [C:1]([O:5][C:6](=[O:32])[NH:7][C:8]1[S:9][C:10]2[CH:16]=[C:15]([CH2:17][C:18]3[CH:23]=[CH:22][C:21]([NH:24][C:35]([NH2:36])=[O:33])=[CH:20][CH:19]=3)[CH:14]=[C:13]([C:25]3[CH:30]=[CH:29][CH:28]=[C:27]([Cl:31])[CH:26]=3)[C:11]=2[N:12]=1)([CH3:4])([CH3:2])[CH3:3]. The yield is 0.590.